From a dataset of Reaction yield outcomes from USPTO patents with 853,638 reactions. Predict the reaction yield, written as a fraction of the theoretical maximum amount of product (1.0 means a 100% yield; for example, 0.34 means a 34% yield). The reactants are [NH2:1][C@@H:2]([CH2:35][C:36]1[CH:41]=[CH:40][CH:39]=[CH:38][CH:37]=1)[C@@H:3]([NH:24][C:25]([O:27][CH2:28][C:29]1[CH:34]=[CH:33][CH:32]=[CH:31][CH:30]=1)=[O:26])[CH2:4][C:5]([NH:7][C@@H:8]([C@@H:20]([CH3:23])[CH2:21][CH3:22])[C:9]([NH:11][C@@H:12]([CH:17]([CH3:19])[CH3:18])[C:13]([O:15][CH3:16])=[O:14])=[O:10])=[O:6].[CH3:42][C:43]([CH3:64])([CH3:63])[C@H:44]([NH:48][C:49](=[O:62])[C@@H:50]([NH:55][C:56](=[O:61])[CH2:57][CH:58]([CH3:60])[CH3:59])[CH2:51][CH:52]([CH3:54])[CH3:53])[C:45](O)=[O:46].C(N(C(C)C)C(C)C)C.CN(C(ON1N=NC2C=CC=NC1=2)=[N+](C)C)C.F[P-](F)(F)(F)(F)F.C(=O)([O-])O.[Na+]. The catalyst is CN(C=O)C. The product is [CH2:28]([O:27][C:25]([NH:24][C@H:3]([C@@H:2]([NH:1][C:45](=[O:46])[C@@H:44]([NH:48][C:49](=[O:62])[C@@H:50]([NH:55][C:56](=[O:61])[CH2:57][CH:58]([CH3:59])[CH3:60])[CH2:51][CH:52]([CH3:54])[CH3:53])[C:43]([CH3:63])([CH3:42])[CH3:64])[CH2:35][C:36]1[CH:37]=[CH:38][CH:39]=[CH:40][CH:41]=1)[CH2:4][C:5]([NH:7][C@@H:8]([C@@H:20]([CH3:23])[CH2:21][CH3:22])[C:9]([NH:11][C@@H:12]([CH:17]([CH3:19])[CH3:18])[C:13]([O:15][CH3:16])=[O:14])=[O:10])=[O:6])=[O:26])[C:29]1[CH:34]=[CH:33][CH:32]=[CH:31][CH:30]=1. The yield is 0.820.